Regression. Given a peptide amino acid sequence and an MHC pseudo amino acid sequence, predict their binding affinity value. This is MHC class I binding data. From a dataset of Peptide-MHC class I binding affinity with 185,985 pairs from IEDB/IMGT. (1) The peptide sequence is LMDCIIFES. The MHC is HLA-A68:02 with pseudo-sequence HLA-A68:02. The binding affinity (normalized) is 0.441. (2) The peptide sequence is YTYATRGIY. The MHC is SLA-30401 with pseudo-sequence SLA-30401. The binding affinity (normalized) is 0.0847.